From a dataset of Forward reaction prediction with 1.9M reactions from USPTO patents (1976-2016). Predict the product of the given reaction. (1) The product is: [Cl:34][C:31]1[CH:32]=[CH:33][C:28]([O:27][C:25](=[O:26])[NH:23][N:16]2[CH2:15][CH2:14][C:13]3[C:18](=[CH:19][C:20]([O:21][CH3:22])=[C:11]([O:10][CH3:9])[CH:12]=3)[CH2:17]2)=[CH:29][CH:30]=1. Given the reactants C(N(CC)CC)C.Cl.[CH3:9][O:10][C:11]1[CH:12]=[C:13]2[C:18](=[CH:19][C:20]=1[O:21][CH3:22])[CH2:17][N:16]([NH2:23])[CH2:15][CH2:14]2.Cl[C:25]([O:27][C:28]1[CH:33]=[CH:32][C:31]([Cl:34])=[CH:30][CH:29]=1)=[O:26], predict the reaction product. (2) Given the reactants [CH3:1][O:2][C:3]1[C:4]([CH2:18][CH2:19][CH:20]([CH3:22])[CH3:21])([C:13]([N:15]([CH3:17])[CH3:16])=[O:14])[C:5]2[C:10]([CH2:11][CH:12]=1)=[CH:9][CH:8]=[CH:7][CH:6]=2.[Cr](O[Cr]([O-])(=O)=O)([O-])(=O)=[O:24].[NH+]1C=CC=CC=1.[NH+]1C=CC=CC=1.C(OO)(C)(C)C, predict the reaction product. The product is: [CH3:1][O:2][C:3]1[C:4]([CH2:18][CH2:19][CH:20]([CH3:22])[CH3:21])([C:13]([N:15]([CH3:16])[CH3:17])=[O:14])[C:5]2[C:10]([C:11](=[O:24])[CH:12]=1)=[CH:9][CH:8]=[CH:7][CH:6]=2. (3) Given the reactants C(SC1C=C(O)C(=O)NC=1)C1C=CC=CC=1.C[O:18][C:19]1[C:24]([O:25]C)=[CH:23][C:22]([S:27][CH2:28][C:29]2[CH:34]=[CH:33][CH:32]=[CH:31][C:30]=2[CH3:35])=[CH:21][N:20]=1, predict the reaction product. The product is: [OH:25][C:24]1[C:19](=[O:18])[NH:20][CH:21]=[C:22]([S:27][CH2:28][C:29]2[CH:34]=[CH:33][CH:32]=[CH:31][C:30]=2[CH3:35])[CH:23]=1. (4) Given the reactants [CH3:1][C:2]1[N:3]([C:13]2[CH:18]=[CH:17][CH:16]=[C:15]([C:19]([F:22])([F:21])[F:20])[CH:14]=2)[C:4](=[O:12])[C:5]([C:8]([O:10][CH3:11])=[O:9])=[N:6][CH:7]=1.[Br:23]N1C(=O)CCC1=O.O, predict the reaction product. The product is: [Br:23][C:7]1[N:6]=[C:5]([C:8]([O:10][CH3:11])=[O:9])[C:4](=[O:12])[N:3]([C:13]2[CH:18]=[CH:17][CH:16]=[C:15]([C:19]([F:22])([F:20])[F:21])[CH:14]=2)[C:2]=1[CH3:1].